Dataset: Full USPTO retrosynthesis dataset with 1.9M reactions from patents (1976-2016). Task: Predict the reactants needed to synthesize the given product. (1) Given the product [ClH:40].[N:11]1([C:14]2[CH:15]=[C:16]([CH:20]3[N:24]([C:25]4[CH:30]=[CH:29][C:28]([F:31])=[CH:27][C:26]=4[F:32])[N:23]=[C:22]([C:33]([F:39])([F:38])[C:34]([F:35])([F:36])[F:37])[CH2:21]3)[CH:17]=[CH:18][CH:19]=2)[CH2:10][CH2:9][NH:8][CH2:13][CH2:12]1, predict the reactants needed to synthesize it. The reactants are: C([N:8]1[CH2:13][CH2:12][N:11]([C:14]2[CH:15]=[C:16]([CH:20]3[N:24]([C:25]4[CH:30]=[CH:29][C:28]([F:31])=[CH:27][C:26]=4[F:32])[N:23]=[C:22]([C:33]([F:39])([F:38])[C:34]([F:37])([F:36])[F:35])[CH2:21]3)[CH:17]=[CH:18][CH:19]=2)[CH2:10][CH2:9]1)(OC(C)(C)C)=O.[ClH:40]. (2) Given the product [C:206]([CH2:205][O:20][C:9]1[CH:8]=[CH:7][C:6]([C:86]2[CH:87]=[CH:88][C:89]([C:27]3[CH:26]=[CH:25][C:24]([CH2:107][CH2:103][C:104]([OH:106])=[O:105])=[CH:23][C:22]=3[CH2:184][CH:182]([CH3:181])[CH3:183])=[CH:90][CH:91]=2)=[C:11]([CH2:139][CH:137]([CH3:136])[CH3:138])[C:10]=1[CH2:12][C:14]1[C:19]2[C:18](=[CH:234][CH:229]=[CH:230][CH:231]=2)[CH:17]=[CH:16][CH:15]=1)([OH:208])=[O:207], predict the reactants needed to synthesize it. The reactants are: [Cl-].[Na+].O.O.Br[C:6]1[CH:7]=[CH:8][C:9]([OH:20])=[C:10]([C:12]([C:14]2[CH:19]=[CH:18][CH:17]=[CH:16][CH:15]=2)=O)[CH:11]=1.C(C1C=C(C2C=CC(CCC#N)=CC=2CC(C)C)C=CC=1C1C=CC(OCC#N)=C(CC2C=CC=CC=2)C=1)[C:22]1[CH:27]=[CH:26][CH:25]=[CH:24][CH:23]=1.C(C1C=C([C:86]2[CH:91]=[CH:90][C:89](CCC#N)=[CH:88][C:87]=2CC(C)C)C=CC=1OS(C(F)(F)F)(=O)=O)C1C=CC=CC=1.COC1C=CC=[CH:107][C:103]=1[C:104]([OH:106])=[O:105].C(C1C=C(C2C=CC(CCC#N)=CC=2[CH2:136][CH:137]([CH3:139])[CH3:138])C=CC=1OC)C1C=CC=CC=1.C(COC1C=CC(C2C=CC(C3C=CC(CCC#N)=CC=3CC(C)C)=CC=2CC2C3C(=CC=CC=3)C=CC=2)=CC=1[CH2:181][CH:182]([CH3:184])[CH3:183])#N.C(C1C=C(C2C=CC(CCC(O)=O)=CC=2CC(C)C)C=CC=1C1C=CC(O[CH2:205][C:206]([OH:208])=[O:207])=C(CC(C)C)C=1)C1C=CC=CC=1.I[C:229]1[CH:234]=CC(O)=[CH:231][CH:230]=1. (3) Given the product [OH:8][CH:9]1[C:30]2[C:25](=[CH:26][CH:27]=[C:28]([C:31]3[NH:35][C:34](=[O:36])[O:33][N:32]=3)[CH:29]=2)[O:24][C:11]2([CH2:16][CH2:15][N:14]([C:17]([O:19][C:20]([CH3:23])([CH3:22])[CH3:21])=[O:18])[CH2:13][CH2:12]2)[CH2:10]1, predict the reactants needed to synthesize it. The reactants are: [Si]([O:8][CH:9]1[C:30]2[C:25](=[CH:26][CH:27]=[C:28]([C:31]3[NH:35][C:34](=[O:36])[O:33][N:32]=3)[CH:29]=2)[O:24][C:11]2([CH2:16][CH2:15][N:14]([C:17]([O:19][C:20]([CH3:23])([CH3:22])[CH3:21])=[O:18])[CH2:13][CH2:12]2)[CH2:10]1)(C(C)(C)C)(C)C.C([O-])(O)=O.[Na+]. (4) Given the product [Cl:1][C:2]1[C:7]([C:8]([F:11])([F:9])[F:10])=[CH:6][CH:5]=[CH:4][C:3]=1[C:12]([N:14]1[CH2:19][CH2:18][N:17]([CH2:20][C:21]2[CH:29]=[CH:30][CH:31]=[CH:26][N:27]=2)[C:16](=[O:22])[CH2:15]1)=[O:13], predict the reactants needed to synthesize it. The reactants are: [Cl:1][C:2]1[C:7]([C:8]([F:11])([F:10])[F:9])=[CH:6][CH:5]=[CH:4][C:3]=1[C:12]([N:14]1[CH2:19][CH2:18][N:17]([CH2:20][CH3:21])[C:16](=[O:22])[CH2:15]1)=[O:13].Br.BrC[C:26]1[CH:31]=[CH:30][CH:29]=C[N:27]=1. (5) Given the product [Cl:15][C:12]1[CH:13]=[CH:14][C:9]([NH:8][C:6]2[CH:5]=[C:4]([CH3:16])[N:3]=[C:2]([N:18]3[CH:19]=[C:20]4[C:25]([CH:24]=[CH:23][CH:22]=[CH:21]4)=[N:17]3)[N:7]=2)=[CH:10][CH:11]=1.[Cl:15][C:12]1[CH:13]=[CH:14][C:9]([NH:8][C:6]2[CH:5]=[C:4]([CH3:16])[N:3]=[C:2]([N:17]3[C:25]4[C:20](=[CH:21][CH:22]=[CH:23][CH:24]=4)[CH:19]=[N:18]3)[N:7]=2)=[CH:10][CH:11]=1, predict the reactants needed to synthesize it. The reactants are: Cl[C:2]1[N:7]=[C:6]([NH:8][C:9]2[CH:14]=[CH:13][C:12]([Cl:15])=[CH:11][CH:10]=2)[CH:5]=[C:4]([CH3:16])[N:3]=1.[NH:17]1[C:25]2[C:20](=[CH:21][CH:22]=[CH:23][CH:24]=2)[CH:19]=[N:18]1. (6) Given the product [CH3:11][O:10][CH2:9][CH2:8][N:5]1[CH:6]=[CH:7][C:2]([O:1][S:20]([C:23]([F:26])([F:25])[F:24])(=[O:22])=[O:21])=[CH:3][C:4]1=[O:12], predict the reactants needed to synthesize it. The reactants are: [OH:1][C:2]1[CH:7]=[CH:6][N:5]([CH2:8][CH2:9][O:10][CH3:11])[C:4](=[O:12])[CH:3]=1.C(N(CC)CC)C.[S:20](O[S:20]([C:23]([F:26])([F:25])[F:24])(=[O:22])=[O:21])([C:23]([F:26])([F:25])[F:24])(=[O:22])=[O:21].